Task: Predict which catalyst facilitates the given reaction.. Dataset: Catalyst prediction with 721,799 reactions and 888 catalyst types from USPTO (1) Reactant: C(=[N:14][C:15]1[CH:20]=[CH:19][C:18]([C:21]2([OH:28])[CH2:26][CH2:25][N:24]([CH3:27])[CH2:23][CH2:22]2)=[CH:17][CH:16]=1)(C1C=CC=CC=1)C1C=CC=CC=1.C([O-])(=O)C.[Na+].Cl.NO. Product: [NH2:14][C:15]1[CH:20]=[CH:19][C:18]([C:21]2([OH:28])[CH2:22][CH2:23][N:24]([CH3:27])[CH2:25][CH2:26]2)=[CH:17][CH:16]=1. The catalyst class is: 5. (2) Reactant: [CH2:1]([C:3]([C:12]1[CH:25]=[CH:24][C:15]([O:16][CH2:17][C:18]([OH:23])([CH2:21][CH3:22])[CH2:19][CH3:20])=[C:14]([CH3:26])[CH:13]=1)([C:6]1[S:7][CH:8]=[C:9]([CH3:11])[CH:10]=1)[CH2:4][CH3:5])[CH3:2].[Li]CCCC.Cl[C:33]([O:35][CH3:36])=[O:34]. Product: [CH3:36][O:35][C:33]([C:8]1[S:7][C:6]([C:3]([CH2:4][CH3:5])([C:12]2[CH:25]=[CH:24][C:15]([O:16][CH2:17][C:18]([CH2:21][CH3:22])([OH:23])[CH2:19][CH3:20])=[C:14]([CH3:26])[CH:13]=2)[CH2:1][CH3:2])=[CH:10][C:9]=1[CH3:11])=[O:34]. The catalyst class is: 1. (3) Reactant: [CH3:1][C:2]1[N:3]=[C:4]([C:7]2([N:13]([C:17]3[CH:22]=[CH:21][CH:20]=[CH:19][CH:18]=3)[C:14](=[O:16])[CH3:15])[CH2:12][CH2:11][NH:10][CH2:9][CH2:8]2)[S:5][CH:6]=1.[CH2:23](Br)[C:24]([C:26]1[CH:31]=[CH:30][CH:29]=[CH:28][CH:27]=1)=[O:25].C(=O)([O-])[O-].[K+].[K+].C(OCC)(=O)C. Product: [CH3:1][C:2]1[N:3]=[C:4]([C:7]2([N:13]([C:17]3[CH:18]=[CH:19][CH:20]=[CH:21][CH:22]=3)[C:14](=[O:16])[CH3:15])[CH2:12][CH2:11][N:10]([CH2:23][C:24](=[O:25])[C:26]3[CH:31]=[CH:30][CH:29]=[CH:28][CH:27]=3)[CH2:9][CH2:8]2)[S:5][CH:6]=1. The catalyst class is: 21. (4) Reactant: [NH2:1][C:2]1[N:7]=[C:6]([Cl:8])[C:5]([CH:9]=O)=[C:4](Cl)[N:3]=1.C1COCC1.[NH2:17][NH2:18].O.NN. Product: [Cl:8][C:6]1[N:7]=[C:2]([NH2:1])[N:3]=[C:4]2[NH:17][N:18]=[CH:9][C:5]=12. The catalyst class is: 66.